Dataset: Reaction yield outcomes from USPTO patents with 853,638 reactions. Task: Predict the reaction yield, written as a fraction of the theoretical maximum amount of product (1.0 means a 100% yield; for example, 0.34 means a 34% yield). (1) The reactants are [CH2:1]([C:3]1[S:7][C:6]([C:8]([O:10]C)=[O:9])=[CH:5][C:4]=1[C:12]1[N:16]([CH3:17])[N:15]=[CH:14][C:13]=1[CH2:18][CH3:19])[CH3:2].[OH-].[Na+]. The catalyst is O1CCCC1. The product is [CH2:1]([C:3]1[S:7][C:6]([C:8]([OH:10])=[O:9])=[CH:5][C:4]=1[C:12]1[N:16]([CH3:17])[N:15]=[CH:14][C:13]=1[CH2:18][CH3:19])[CH3:2]. The yield is 1.00. (2) The catalyst is C1(C)C=CC=CC=1.O1CCOCC1. The yield is 0.880. The product is [CH3:19][O:18][CH2:17][CH2:16][CH:10]([CH2:9][C:8]([C:5]1[CH:6]=[CH:7][C:2]([C:27]2[CH:28]=[CH:29][C:24]([N+:21]([O-:23])=[O:22])=[CH:25][CH:26]=2)=[CH:3][CH:4]=1)=[O:20])[C:11]([O:13][CH2:14][CH3:15])=[O:12]. The reactants are Br[C:2]1[CH:7]=[CH:6][C:5]([C:8](=[O:20])[CH2:9][CH:10]([CH2:16][CH2:17][O:18][CH3:19])[C:11]([O:13][CH2:14][CH3:15])=[O:12])=[CH:4][CH:3]=1.[N+:21]([C:24]1[CH:29]=[CH:28][C:27](B(O)O)=[CH:26][CH:25]=1)([O-:23])=[O:22].C(=O)([O-])[O-].[Na+].[Na+]. (3) The reactants are [CH2:1]([O:8][C:9]1[C:13]([CH2:14][OH:15])=[CH:12][N:11]([CH3:16])[N:10]=1)[C:2]1[CH:7]=[CH:6][CH:5]=[CH:4][CH:3]=1. The catalyst is [O-2].[O-2].[Mn+4].O1CCCC1. The product is [CH2:1]([O:8][C:9]1[C:13]([CH:14]=[O:15])=[CH:12][N:11]([CH3:16])[N:10]=1)[C:2]1[CH:7]=[CH:6][CH:5]=[CH:4][CH:3]=1. The yield is 0.810.